This data is from Forward reaction prediction with 1.9M reactions from USPTO patents (1976-2016). The task is: Predict the product of the given reaction. (1) Given the reactants C([O:8][C:9]1[C:14]2[C:15]([NH:34][C:35]3[CH:40]=[CH:39][N:38]=[C:37]([F:41])[CH:36]=3)=[N:16][N:17]([C:18]3([CH2:31][C:32]#[N:33])[CH2:23][CH2:22][N:21](C(OC(C)(C)C)=O)[CH2:20][CH2:19]3)[C:13]=2[CH:12]=[CH:11][N:10]=1)C1C=CC=CC=1.C(O)(C(F)(F)F)=O, predict the reaction product. The product is: [F:41][C:37]1[CH:36]=[C:35]([NH:34][C:15]2[C:14]3[C:9](=[O:8])[NH:10][CH:11]=[CH:12][C:13]=3[N:17]([C:18]3([CH2:31][C:32]#[N:33])[CH2:19][CH2:20][NH:21][CH2:22][CH2:23]3)[N:16]=2)[CH:40]=[CH:39][N:38]=1. (2) The product is: [CH3:3][N:4]([C:13]1[CH:14]=[C:15]([C:19]2[CH:24]=[CH:23][C:22]([CH2:25][CH2:26][C:27]([OH:29])=[O:28])=[CH:21][C:20]=2[O:31][CH2:32][CH2:33][CH2:34][CH2:35][CH3:36])[CH:16]=[CH:17][CH:18]=1)[C:5]([NH:7][CH2:8][CH2:9][CH2:10][CH2:11][CH3:12])=[O:6]. Given the reactants [OH-].[Na+].[CH3:3][N:4]([C:13]1[CH:14]=[C:15]([C:19]2[CH:24]=[CH:23][C:22]([CH2:25][CH2:26][C:27]([O:29]C)=[O:28])=[CH:21][C:20]=2[O:31][CH2:32][CH2:33][CH2:34][CH2:35][CH3:36])[CH:16]=[CH:17][CH:18]=1)[C:5]([NH:7][CH2:8][CH2:9][CH2:10][CH2:11][CH3:12])=[O:6], predict the reaction product. (3) Given the reactants C([O:70][CH:69]1[CH:68]([O:74]C(=O)C)[CH:67]([O:78]C(=O)C)[CH:66]([C:82]([O:84]C)=[O:83])[O:65][CH:64]1N1C(COCCCCCCC2(CCCCCCOCC3N=NN([C@H:64]4[C@@H:69]([O:70]C(=O)C)[C@@H:68]([O:74]C(=O)C)[C@@H:67]([O:78]C(=O)C)[C@@H:66]([C:82]([O:84]C)=[O:83])[O:65]4)C=3)C3C=C(Br)C=CC=3C3C2=CC(Br)=CC=3)=CN=N1)(=O)C.B1(B2OC(C)(C)C(C)(C)O2)OC(C)(C)C(C)(C)[O:87]1.F[B-](F)(F)F.C1([PH+](C2CCCCC2)C2CCCCC2)CCCCC1.[F-].[Cs+], predict the reaction product. The product is: [O:87]=[CH:64][C@@H:69]([C@H:68]([C@@H:67]([C@@H:66]([C:82]([OH:84])=[O:83])[OH:65])[OH:78])[OH:74])[OH:70].